This data is from Forward reaction prediction with 1.9M reactions from USPTO patents (1976-2016). The task is: Predict the product of the given reaction. (1) Given the reactants [Br:1][C:2]1[CH:7]=[CH:6][C:5]([NH2:8])=[CH:4][N:3]=1.[F:9][C:10]1[CH:18]=[CH:17][CH:16]=[C:15]([F:19])[C:11]=1[C:12](Cl)=[O:13].N1C=CC=CC=1, predict the reaction product. The product is: [Br:1][C:2]1[N:3]=[CH:4][C:5]([NH:8][C:12](=[O:13])[C:11]2[C:10]([F:9])=[CH:18][CH:17]=[CH:16][C:15]=2[F:19])=[CH:6][CH:7]=1. (2) Given the reactants [CH:1]([C:3]1[CH:10]=[CH:9][C:6]([C:7]#[N:8])=[CH:5][CH:4]=1)=[CH2:2].Cl.[NH2:12][OH:13].C(=O)(O)[O-].[Na+], predict the reaction product. The product is: [OH:13][N:12]=[C:7]([NH2:8])[C:6]1[CH:9]=[CH:10][C:3]([CH:1]=[CH2:2])=[CH:4][CH:5]=1. (3) Given the reactants C(OC1C(=O)N=C(CC2(N3C4=NC=CC=C4C=C3)CCCC2)N2CCN(C)C(=O)C=12)C1C=CC=CC=1.[CH:37]1([N:41]([CH2:74][CH2:75]O)[C:42]([C:44]2[C:49]([O:50][CH2:51][C:52]3[CH:57]=[CH:56][CH:55]=[CH:54][CH:53]=3)=[C:48]([OH:58])[N:47]=[C:46]([CH2:59][C:60]3([N:65]4[C:69]5=[N:70][CH:71]=[CH:72][CH:73]=[C:68]5[CH:67]=[CH:66]4)[CH2:64][CH2:63][CH2:62][CH2:61]3)[N:45]=2)=[O:43])[CH2:40][CH2:39][CH2:38]1, predict the reaction product. The product is: [CH2:51]([O:50][C:49]1[C:48](=[O:58])[N:47]=[C:46]([CH2:59][C:60]2([N:65]3[C:69]4=[N:70][CH:71]=[CH:72][CH:73]=[C:68]4[CH:67]=[CH:66]3)[CH2:61][CH2:62][CH2:63][CH2:64]2)[N:45]2[CH2:75][CH2:74][N:41]([CH:37]3[CH2:38][CH2:39][CH2:40]3)[C:42](=[O:43])[C:44]=12)[C:52]1[CH:57]=[CH:56][CH:55]=[CH:54][CH:53]=1. (4) Given the reactants Cl[C:2]1[C:7]([C:8]([O:10][CH3:11])=[O:9])=[CH:6][CH:5]=[C:4]([Cl:12])[N:3]=1.C(=O)([O-])O.[Na+].[CH3:18][O:19][C:20]1[CH:27]=[CH:26][C:23]([CH2:24][NH2:25])=[CH:22][CH:21]=1, predict the reaction product. The product is: [Cl:12][C:4]1[N:3]=[C:2]([NH:25][CH2:24][C:23]2[CH:26]=[CH:27][C:20]([O:19][CH3:18])=[CH:21][CH:22]=2)[C:7]([C:8]([O:10][CH3:11])=[O:9])=[CH:6][CH:5]=1. (5) Given the reactants [NH2:1][C:2]1[CH:3]=[CH:4][C:5]2[C:6](=[O:17])[C:7](=[O:16])[C:8]3[C:13]([C:14]=2[CH:15]=1)=[CH:12][CH:11]=[CH:10][CH:9]=3.C([O-])([O-])=O.[Na+].[Na+].Cl[C:25](=[O:32])[CH2:26][CH2:27][C:28]([O:30][CH3:31])=[O:29], predict the reaction product. The product is: [CH3:31][O:30][C:28](=[O:29])[CH2:27][CH2:26][C:25]([NH:1][C:2]1[CH:3]=[CH:4][C:5]2[C:6](=[O:17])[C:7](=[O:16])[C:8]3[C:13]([C:14]=2[CH:15]=1)=[CH:12][CH:11]=[CH:10][CH:9]=3)=[O:32]. (6) Given the reactants [Cl:1][C:2]1[CH:3]=[C:4]([C:8]([CH3:13])([CH3:12])[C:9](=[O:11])[CH3:10])[CH:5]=[CH:6][CH:7]=1.[S:14]([Cl:18])(=O)(=[O:16])[OH:15].O=S(Cl)Cl, predict the reaction product. The product is: [Cl:1][C:2]1[CH:3]=[C:4]([C:8]([CH3:13])([C:9](=[O:11])[CH3:10])[CH3:12])[CH:5]=[CH:6][C:7]=1[S:14]([Cl:18])(=[O:16])=[O:15]. (7) The product is: [CH3:16][S:17]([O:1][CH2:2][CH2:3][CH2:4][CH2:5][C:6]1[CH2:8][CH:7]=1)(=[O:19])=[O:18]. Given the reactants [OH:1][CH2:2][CH2:3][CH2:4][CH2:5][C:6]1[CH2:8][CH:7]=1.C(N(CC)CC)C.[CH3:16][S:17](Cl)(=[O:19])=[O:18].O, predict the reaction product.